Dataset: Catalyst prediction with 721,799 reactions and 888 catalyst types from USPTO. Task: Predict which catalyst facilitates the given reaction. (1) The catalyst class is: 2. Product: [Br:24][C:15]1[C:14]2=[CH:21][N:11]([C:3]3[C:2]([Cl:1])=[CH:7][C:6]([CH:8]=[CH2:9])=[CH:5][C:4]=3[Cl:10])[N:12]=[C:13]2[C:18]([F:19])=[CH:17][N:16]=1. Reactant: [Cl:1][C:2]1[CH:7]=[C:6]([CH:8]=[CH2:9])[CH:5]=[C:4]([Cl:10])[C:3]=1[N:11]1[CH:21]=[C:14]2[CH:15]=[N+:16]([O-])[CH:17]=[C:18]([F:19])[C:13]2=[N:12]1.P(Br)(Br)([Br:24])=O. (2) Reactant: [Cl:1][C:2]1[CH:3]=[C:4]([NH:9][C:10]([C:12]2[C:16]([CH2:17][OH:18])=[N:15][O:14][N:13]=2)=[O:11])[CH:5]=[CH:6][C:7]=1[F:8].CC(OI1(OC(C)=O)(OC(C)=O)OC(=O)C2C=CC=CC1=2)=O.C(Cl)Cl. Product: [Cl:1][C:2]1[CH:3]=[C:4]([NH:9][C:10]([C:12]2[C:16]([CH:17]=[O:18])=[N:15][O:14][N:13]=2)=[O:11])[CH:5]=[CH:6][C:7]=1[F:8]. The catalyst class is: 389. (3) Reactant: Cl.Cl.[NH2:3][CH2:4][C@@:5]1([OH:13])[CH:10]2[CH2:11][CH2:12][N:7]([CH2:8][CH2:9]2)[CH2:6]1.[N:14]1([C:19]2[N:24]=[CH:23][N:22]=[C:21]([N:25]=[C:26](SC)SC)[CH:20]=2)[CH:18]=[CH:17][CH:16]=[N:15]1.C(=O)([O-])[O-:32].[Cs+].[Cs+]. Product: [CH3:5][OH:13].[NH4+:3].[OH-:32].[N:14]1([C:19]2[N:24]=[CH:23][N:22]=[C:21]([NH:25][C:26]3[O:13][C@:5]4([CH2:4][N:3]=3)[CH:10]3[CH2:9][CH2:8][N:7]([CH2:12][CH2:11]3)[CH2:6]4)[CH:20]=2)[CH:18]=[CH:17][CH:16]=[N:15]1. The catalyst class is: 479. (4) Product: [CH3:54][C:53]([CH3:78])([O:55][C:56]([N:58]1[CH2:63][CH2:62][N:61]2[CH:64]=[C:65]([C:67]3[CH:72]=[CH:71][CH:70]=[CH:69][C:68]=3[O:73][CH3:74])[N:66]=[C:60]2[CH:59]1[CH2:75][CH2:76][S:39][C:38]([C:32]1[CH:33]=[CH:34][CH:35]=[CH:36][CH:37]=1)([C:40]1[CH:41]=[CH:42][CH:43]=[CH:44][CH:45]=1)[C:46]1[CH:47]=[CH:48][CH:49]=[CH:50][CH:51]=1)=[O:57])[CH3:52]. Reactant: C1(P(C2C=CC=CC=2)C2C=CC=CC=2)C=CC=CC=1.CCOC(/N=N/C(OCC)=O)=O.[C:32]1([C:38]([C:46]2[CH:51]=[CH:50][CH:49]=[CH:48][CH:47]=2)([C:40]2[CH:45]=[CH:44][CH:43]=[CH:42][CH:41]=2)[SH:39])[CH:37]=[CH:36][CH:35]=[CH:34][CH:33]=1.[CH3:52][C:53]([CH3:78])([O:55][C:56]([N:58]1[CH2:63][CH2:62][N:61]2[CH:64]=[C:65]([C:67]3[CH:72]=[CH:71][CH:70]=[CH:69][C:68]=3[O:73][CH3:74])[N:66]=[C:60]2[CH:59]1[CH2:75][CH2:76]O)=[O:57])[CH3:54]. The catalyst class is: 1. (5) Reactant: C(OC([NH:8][C:9]1[CH:14]=[C:13]([CH2:15][CH2:16][C:17]([F:20])([F:19])[F:18])[N:12]=[C:11]([C:21]([O:23][CH3:24])=[O:22])[CH:10]=1)=O)(C)(C)C.FC(F)(F)C(O)=O.C(=O)(O)[O-].[Na+]. Product: [NH2:8][C:9]1[CH:14]=[C:13]([CH2:15][CH2:16][C:17]([F:20])([F:18])[F:19])[N:12]=[C:11]([C:21]([O:23][CH3:24])=[O:22])[CH:10]=1. The catalyst class is: 2. (6) Reactant: [P:1](=[O:5])([OH:4])([OH:3])[OH:2].CC(O)C.[CH2:10]([NH:13][CH2:14][CH2:15][CH2:16][CH2:17][NH:18][CH2:19][CH:20]=[CH2:21])[CH:11]=[CH2:12]. Product: [P:1]([OH:5])([OH:4])([OH:3])=[O:2].[CH2:19]([NH:18][CH2:17][CH2:16][CH2:15][CH2:14][NH:13][CH2:10][CH:11]=[CH2:12])[CH:20]=[CH2:21]. The catalyst class is: 8. (7) Reactant: Br[C:2]1[O:6][C:5]([CH2:7][O:8][CH3:9])=[C:4]([C:10]([O:12][CH3:13])=[O:11])[CH:3]=1.[F:14][C:15]1[CH:20]=[CH:19][C:18](B(O)O)=[CH:17][CH:16]=1.C(=O)([O-])[O-].[Na+].[Na+].COCCOC. Product: [F:14][C:15]1[CH:20]=[CH:19][C:18]([C:2]2[O:6][C:5]([CH2:7][O:8][CH3:9])=[C:4]([C:10]([O:12][CH3:13])=[O:11])[CH:3]=2)=[CH:17][CH:16]=1. The catalyst class is: 103.